This data is from Full USPTO retrosynthesis dataset with 1.9M reactions from patents (1976-2016). The task is: Predict the reactants needed to synthesize the given product. (1) Given the product [C:7]1([C:13]([C:15]2[CH:16]=[CH:17][CH:18]=[CH:19][CH:20]=2)([C:21]2[CH:22]=[CH:23][CH:24]=[CH:25][CH:26]=2)[N:1]2[CH2:6][CH2:5][O:4][CH2:3][CH2:2]2)[CH:8]=[CH:9][CH:10]=[CH:11][CH:12]=1, predict the reactants needed to synthesize it. The reactants are: [NH:1]1[CH2:6][CH2:5][O:4][CH2:3][CH2:2]1.[C:7]1([C:13]([C:21]2[CH:26]=[CH:25][CH:24]=[CH:23][CH:22]=2)([C:15]2[CH:20]=[CH:19][CH:18]=[CH:17][CH:16]=2)Cl)[CH:12]=[CH:11][CH:10]=[CH:9][CH:8]=1.C(=O)([O-])[O-].[K+].[K+].C(=O)([O-])O.[Na+]. (2) Given the product [C:19]([C:18]1[CH:21]=[C:14]([NH:13][C:6]([C:4]2[C:3]3[CH2:9][CH2:10][CH2:11][CH2:12][C:2]=3[S:1][CH:5]=2)=[O:8])[CH:15]=[CH:16][C:17]=1[N:22]1[CH2:27][CH2:26][CH:25]([OH:28])[CH2:24][CH2:23]1)#[N:20], predict the reactants needed to synthesize it. The reactants are: [S:1]1[CH:5]=[C:4]([C:6]([OH:8])=O)[C:3]2[CH2:9][CH2:10][CH2:11][CH2:12][C:2]1=2.[NH2:13][C:14]1[CH:15]=[CH:16][C:17]([N:22]2[CH2:27][CH2:26][CH:25]([OH:28])[CH2:24][CH2:23]2)=[C:18]([CH:21]=1)[C:19]#[N:20]. (3) Given the product [NH2:33][C:31]1[N:32]=[C:27]([CH2:26][CH2:25][O:24][C:21]2[N:22]=[CH:23][C:18]([NH:17][C:15]([C:4]3[C:5]([C:8]4[CH:9]=[CH:10][C:11]([CH3:14])=[CH:12][CH:13]=4)=[CH:6][CH:7]=[C:2]([CH3:1])[CH:3]=3)=[O:16])=[CH:19][CH:20]=2)[CH:28]=[CH:29][CH:30]=1, predict the reactants needed to synthesize it. The reactants are: [CH3:1][C:2]1[CH:7]=[CH:6][C:5]([C:8]2[CH:13]=[CH:12][C:11]([CH3:14])=[CH:10][CH:9]=2)=[C:4]([C:15]([NH:17][C:18]2[CH:19]=[CH:20][C:21]([O:24][CH2:25][CH2:26][C:27]3[N:32]=[C:31]([NH:33]C(=O)OC(C)(C)C)[CH:30]=[CH:29][CH:28]=3)=[N:22][CH:23]=2)=[O:16])[CH:3]=1.FC(F)(F)C(O)=O. (4) Given the product [Cl:15][C:16]1[CH:17]=[CH:18][NH:19][C:20]=1[C:21]([O:4][CH3:3])=[O:27], predict the reactants needed to synthesize it. The reactants are: C1C(=O)N(Cl)[C:3](=[O:4])C1.CC1CCCN=1.[Cl:15][C:16]1(Cl)[C:20]([C:21](Cl)(Cl)Cl)=[N:19][CH2:18][CH2:17]1.C[O-:27].[Na+].Cl. (5) Given the product [OH:16][C:6]1[C:5]([OH:4])=[CH:10][C:9]([C:11]#[N:12])=[C:8]([C:26]2[CH:25]=[CH:24][CH:23]=[C:22]([CH2:21][OH:20])[CH:27]=2)[C:7]=1[C:14]#[N:15], predict the reactants needed to synthesize it. The reactants are: C([O:4][C:5]1[CH:10]=[C:9]([C:11]#[N:12])[C:8](Br)=[C:7]([C:14]#[N:15])[C:6]=1[O:16]C(=O)C)(=O)C.[OH:20][CH2:21][C:22]1[CH:23]=[C:24](B(O)O)[CH:25]=[CH:26][CH:27]=1. (6) Given the product [ClH:1].[CH3:27][N:3]([CH3:2])[CH:4]1[CH2:9][CH2:8][N:7]([C:10](=[O:26])[CH2:11][CH2:12][C:13]2[N:14]([CH2:18][C:19]([OH:21])=[O:20])[CH:15]=[CH:16][N:17]=2)[CH2:6][CH2:5]1, predict the reactants needed to synthesize it. The reactants are: [ClH:1].[CH3:2][N:3]([CH3:27])[CH:4]1[CH2:9][CH2:8][N:7]([C:10](=[O:26])[CH2:11][CH2:12][C:13]2[N:14]([CH2:18][C:19]([O:21]C(C)(C)C)=[O:20])[CH:15]=[CH:16][N:17]=2)[CH2:6][CH2:5]1.